This data is from Full USPTO retrosynthesis dataset with 1.9M reactions from patents (1976-2016). The task is: Predict the reactants needed to synthesize the given product. (1) Given the product [C:11]([C:8]1[C:9]2[O:10][C:2]([CH3:3])=[CH:1][C:4]=2[C:5]([NH:13][C:14](=[O:19])[C:15]([CH3:18])([CH3:17])[CH3:16])=[CH:6][CH:7]=1)#[N:12], predict the reactants needed to synthesize it. The reactants are: [CH2:1]([C:4]1[C:9]([OH:10])=[C:8]([C:11]#[N:12])[CH:7]=[CH:6][C:5]=1[NH:13][C:14](=[O:19])[C:15]([CH3:18])([CH3:17])[CH3:16])[CH:2]=[CH2:3].CN(C=O)C.[Li+].[Cl-]. (2) Given the product [CH3:27][P:1](=[O:16])([O:9][C:10]1[CH:15]=[CH:14][CH:13]=[CH:12][CH:11]=1)[O:2][C:3]1[CH:8]=[CH:7][CH:6]=[CH:5][CH:4]=1, predict the reactants needed to synthesize it. The reactants are: [P:1]([O:16]C1C=CC=CC=1)([O:9][C:10]1[CH:15]=[CH:14][CH:13]=[CH:12][CH:11]=1)[O:2][C:3]1[CH:8]=[CH:7][CH:6]=[CH:5][CH:4]=1.CI.P(OC)(OC)O[CH3:27]. (3) The reactants are: [Br:1][C:2]1[CH:16]=[CH:15][C:5]2[NH:6][C:7]([C:9]3[CH:14]=[CH:13][CH:12]=[CH:11][N:10]=3)=[N:8][C:4]=2[CH:3]=1.[C:17](O[C:17]([O:19][C:20]([CH3:23])([CH3:22])[CH3:21])=[O:18])([O:19][C:20]([CH3:23])([CH3:22])[CH3:21])=[O:18]. Given the product [Br:1][C:2]1[CH:16]=[CH:15][C:5]2[N:6]([C:17]([O:19][C:20]([CH3:23])([CH3:22])[CH3:21])=[O:18])[C:7]([C:9]3[CH:14]=[CH:13][CH:12]=[CH:11][N:10]=3)=[N:8][C:4]=2[CH:3]=1, predict the reactants needed to synthesize it. (4) Given the product [O:34]=[S:2]1(=[O:1])[C:7]2[CH:8]=[CH:9][CH:10]=[CH:11][C:6]=2[NH:5][C:4]([C:12]2[C:13](=[O:33])[N:14]([NH:23][CH2:24][C:25]3[CH:26]=[CH:27][C:28]([O:31][CH3:32])=[CH:29][CH:30]=3)[C:15]3[C:20]([C:21]=2[OH:22])=[CH:19][CH:18]=[CH:17][CH:16]=3)=[N:3]1, predict the reactants needed to synthesize it. The reactants are: [O:1]=[S:2]1(=[O:34])[C:7]2[CH:8]=[CH:9][CH:10]=[CH:11][C:6]=2[NH:5][C:4]([C:12]2[C:13](=[O:33])[N:14]([N:23]=[CH:24][C:25]3[CH:30]=[CH:29][C:28]([O:31][CH3:32])=[CH:27][CH:26]=3)[C:15]3[C:20]([C:21]=2[OH:22])=[CH:19][CH:18]=[CH:17][CH:16]=3)=[N:3]1.CO.[BH4-].[Li+].Cl. (5) Given the product [NH:34]1[C:31]2[C:30](=[CH:29][C:28]([C:2]3[CH:7]=[CH:6][C:5]([C:8]4[N:9]([CH2:16][C@@H:17]5[CH2:21][CH2:20][N:19]([C:22]([CH:24]6[CH2:26][CH2:25]6)=[O:23])[CH2:18]5)[C:10](=[O:15])[C:11]([CH3:13])([CH3:14])[N:12]=4)=[CH:4][CH:3]=3)=[CH:33][CH:32]=2)[CH:36]=[CH:35]1, predict the reactants needed to synthesize it. The reactants are: Br[C:2]1[CH:7]=[CH:6][C:5]([C:8]2[N:9]([CH2:16][C@@H:17]3[CH2:21][CH2:20][N:19]([C:22]([CH:24]4[CH2:26][CH2:25]4)=[O:23])[CH2:18]3)[C:10](=[O:15])[C:11]([CH3:14])([CH3:13])[N:12]=2)=[CH:4][CH:3]=1.B(O)(O)[C:28]1[CH:33]=[CH:32][C:31]2[NH:34][CH:35]=[CH:36][C:30]=2[CH:29]=1.C(=O)([O-])[O-].[Cs+].[Cs+]. (6) Given the product [C:27]([O:31][C:32](=[O:39])[NH:33][CH2:34][CH2:35][CH2:36][CH2:37][I:20])([CH3:30])([CH3:29])[CH3:28], predict the reactants needed to synthesize it. The reactants are: C1C=CC(P(C2C=CC=CC=2)C2C=CC=CC=2)=CC=1.[I:20]I.N1C=CN=C1.[C:27]([O:31][C:32](=[O:39])[NH:33][CH2:34][CH2:35][CH2:36][CH2:37]O)([CH3:30])([CH3:29])[CH3:28]. (7) Given the product [C:21]([C:18]1[CH:17]=[CH:16][C:15]([NH:14][C:13]([C@@H:11]([O:10][C:6]2[CH:5]=[C:4]([CH:9]=[CH:8][CH:7]=2)[C:3]([OH:24])=[O:2])[CH3:12])=[O:23])=[CH:20][CH:19]=1)#[N:22], predict the reactants needed to synthesize it. The reactants are: C[O:2][C:3](=[O:24])[C:4]1[CH:9]=[CH:8][CH:7]=[C:6]([O:10][C@H:11]([C:13](=[O:23])[NH:14][C:15]2[CH:20]=[CH:19][C:18]([C:21]#[N:22])=[CH:17][CH:16]=2)[CH3:12])[CH:5]=1.CO.[OH-].[Na+].Cl. (8) Given the product [CH2:24]([O:23][C:21](=[O:22])[C:17]1[CH:18]=[C:19]([Cl:20])[C:14]([N:11]2[CH2:12][CH2:13][NH:8][CH2:9][CH2:10]2)=[N:15][CH:16]=1)[CH3:25], predict the reactants needed to synthesize it. The reactants are: C(OC([N:8]1[CH2:13][CH2:12][N:11]([C:14]2[C:19]([Cl:20])=[CH:18][C:17]([C:21]([O:23][CH2:24][CH3:25])=[O:22])=[CH:16][N:15]=2)[CH2:10][CH2:9]1)=O)(C)(C)C.Cl.O1CCOCC1. (9) The reactants are: [Cl:1][C:2]1[CH:3]=[C:4]([OH:8])[CH:5]=[CH:6][CH:7]=1.[OH-].[Na+].[Br:11][CH2:12][CH2:13][CH2:14][CH2:15]Br.[Na+].[Br-]. Given the product [Br:11][CH2:12][CH2:13][CH2:14][CH2:15][O:8][C:4]1[CH:3]=[C:2]([Cl:1])[CH:7]=[CH:6][CH:5]=1, predict the reactants needed to synthesize it. (10) Given the product [C:1]([N:8]1[CH2:11][CH:10]([NH:16][CH2:15][CH2:13][OH:14])[CH2:9]1)([O:3][C:4]([CH3:7])([CH3:6])[CH3:5])=[O:2], predict the reactants needed to synthesize it. The reactants are: [C:1]([N:8]1[CH2:11][C:10](=O)[CH2:9]1)([O:3][C:4]([CH3:7])([CH3:6])[CH3:5])=[O:2].[CH2:13]([CH2:15][NH2:16])[OH:14].